Dataset: Forward reaction prediction with 1.9M reactions from USPTO patents (1976-2016). Task: Predict the product of the given reaction. (1) Given the reactants [F:1][C:2]([F:12])([C:5]1[CH:10]=[CH:9][C:8]([F:11])=[CH:7][CH:6]=1)[CH2:3][OH:4].CCN(C(C)C)C(C)C.[O:22](S(C(F)(F)F)(=O)=O)[S:23]([C:26]([F:29])([F:28])[F:27])(=O)=[O:24], predict the reaction product. The product is: [F:27][C:26]([F:29])([F:28])[S:23]([O:4][CH2:3][C:2]([F:1])([F:12])[C:5]1[CH:10]=[CH:9][C:8]([F:11])=[CH:7][CH:6]=1)(=[O:24])=[O:22]. (2) Given the reactants O[CH2:2][C:3]1[CH:4]=[C:5]([CH:10]=[C:11]([CH3:13])[CH:12]=1)[C:6]([O:8][CH3:9])=[O:7].C(N(CC)CC)C.CS(Cl)(=O)=O.[CH3:26][O:27][CH2:28][C@@H:29]1[CH2:33][CH2:32][CH2:31][NH:30]1, predict the reaction product. The product is: [CH3:26][O:27][CH2:28][C@@H:29]1[CH2:33][CH2:32][CH2:31][N:30]1[CH2:2][C:3]1[CH:4]=[C:5]([CH:10]=[C:11]([CH3:13])[CH:12]=1)[C:6]([O:8][CH3:9])=[O:7]. (3) Given the reactants [Cl:1][C:2]1[CH:7]=[CH:6][C:5]([NH:8][C:9]2[CH:16]=[CH:15][C:14]([CH3:17])=[CH:13][C:10]=2[C:11]#[N:12])=[C:4]([N+:18]([O-])=O)[CH:3]=1.[Sn](Cl)Cl, predict the reaction product. The product is: [ClH:1].[Cl:1][C:2]1[CH:7]=[CH:6][C:5]2[NH:8][C:9]3[CH:16]=[CH:15][C:14]([CH3:17])=[CH:13][C:10]=3[C:11]([NH2:12])=[N:18][C:4]=2[CH:3]=1. (4) The product is: [CH:9]([O:8][C:5]1[N:6]=[N:7][C:2]([C:20]2[CH:21]=[C:22]([NH2:25])[CH:23]=[N:24][C:19]=2[CH3:18])=[CH:3][C:4]=1[N:12]1[CH2:17][CH2:16][O:15][CH2:14][CH2:13]1)([CH3:11])[CH3:10]. Given the reactants Cl[C:2]1[N:7]=[N:6][C:5]([O:8][CH:9]([CH3:11])[CH3:10])=[C:4]([N:12]2[CH2:17][CH2:16][O:15][CH2:14][CH2:13]2)[CH:3]=1.[CH3:18][C:19]1[N:24]=[CH:23][C:22]([NH2:25])=[CH:21][C:20]=1B1OC(C)(C)C(C)(C)O1.C(=O)([O-])[O-].[Na+].[Na+], predict the reaction product. (5) The product is: [CH3:1][O:2][C:3](=[O:14])[C:4]1[CH:9]=[C:8]([NH:10][S:18]([CH:15]([CH3:17])[CH3:16])(=[O:20])=[O:19])[CH:7]=[C:6]([C:11](=[O:13])[CH3:12])[CH:5]=1. Given the reactants [CH3:1][O:2][C:3](=[O:14])[C:4]1[CH:9]=[C:8]([NH2:10])[CH:7]=[C:6]([C:11](=[O:13])[CH3:12])[CH:5]=1.[CH:15]([S:18](Cl)(=[O:20])=[O:19])([CH3:17])[CH3:16].C(OCC)(=O)C, predict the reaction product. (6) Given the reactants Cl.[CH3:2][N:3]([CH3:10])[CH2:4]/[CH:5]=[CH:6]/[C:7](O)=[O:8].C(#N)C.C(Cl)(=O)C(Cl)=O.[NH2:20][C:21]1[CH:22]=[C:23]([CH:50]=[CH:51][CH:52]=1)[O:24][C:25]1[N:26]=[C:27]([NH:36][C:37]2[CH:42]=[CH:41][C:40]([N:43]3[CH2:48][CH2:47][N:46]([CH3:49])[CH2:45][CH2:44]3)=[CH:39][CH:38]=2)[C:28]([C:33]([NH2:35])=[O:34])=[N:29][C:30]=1[CH2:31][CH3:32], predict the reaction product. The product is: [CH3:2][N:3]([CH3:10])[CH2:4]/[CH:5]=[CH:6]/[C:7]([NH:20][C:21]1[CH:22]=[C:23]([CH:50]=[CH:51][CH:52]=1)[O:24][C:25]1[N:26]=[C:27]([NH:36][C:37]2[CH:38]=[CH:39][C:40]([N:43]3[CH2:44][CH2:45][N:46]([CH3:49])[CH2:47][CH2:48]3)=[CH:41][CH:42]=2)[C:28]([C:33]([NH2:35])=[O:34])=[N:29][C:30]=1[CH2:31][CH3:32])=[O:8].